Dataset: Peptide-MHC class II binding affinity with 134,281 pairs from IEDB. Task: Regression. Given a peptide amino acid sequence and an MHC pseudo amino acid sequence, predict their binding affinity value. This is MHC class II binding data. (1) The peptide sequence is AAFHSRFVQALTTAA. The MHC is HLA-DQA10501-DQB10201 with pseudo-sequence HLA-DQA10501-DQB10201. The binding affinity (normalized) is 0.510. (2) The peptide sequence is DVALSEQGEFKLLSE. The MHC is HLA-DQA10102-DQB10501 with pseudo-sequence HLA-DQA10102-DQB10501. The binding affinity (normalized) is 0. (3) The peptide sequence is AAPAAGYTPATPAAP. The MHC is HLA-DQA10501-DQB10201 with pseudo-sequence HLA-DQA10501-DQB10201. The binding affinity (normalized) is 0.0891. (4) The peptide sequence is QNIVLSNAPLGPQFP. The MHC is DRB1_0401 with pseudo-sequence DRB1_0401. The binding affinity (normalized) is 0.579. (5) The MHC is HLA-DQA10102-DQB10602 with pseudo-sequence HLA-DQA10102-DQB10602. The peptide sequence is INEPTAAAIAYRLDR. The binding affinity (normalized) is 0.579. (6) The peptide sequence is LRGLLSTFIAALMGA. The MHC is DRB3_0202 with pseudo-sequence DRB3_0202. The binding affinity (normalized) is 0.0781. (7) The peptide sequence is YDTLGTLCNSTEDGP. The MHC is DRB1_0701 with pseudo-sequence DRB1_0701. The binding affinity (normalized) is 0.